Dataset: Catalyst prediction with 721,799 reactions and 888 catalyst types from USPTO. Task: Predict which catalyst facilitates the given reaction. Reactant: [CH3:1][N:2]([CH3:23])[CH2:3][C:4]([N:6]1[CH2:11][CH2:10][N:9](NC(OCC2C=CC=CC=2)=O)[CH2:8][CH2:7]1)=[O:5]. Product: [CH3:1][N:2]([CH3:23])[CH2:3][C:4]([N:6]1[CH2:11][CH2:10][NH:9][CH2:8][CH2:7]1)=[O:5]. The catalyst class is: 19.